From a dataset of Forward reaction prediction with 1.9M reactions from USPTO patents (1976-2016). Predict the product of the given reaction. (1) The product is: [Cl:1][C:2]1[N:7]=[C:6]([C:8]([NH2:10])=[O:9])[CH:5]=[C:4]([NH:12][CH:13]2[CH2:17][CH2:16][O:15][CH2:14]2)[N:3]=1. Given the reactants [Cl:1][C:2]1[N:7]=[C:6]([C:8]([NH2:10])=[O:9])[CH:5]=[C:4](Cl)[N:3]=1.[NH2:12][CH:13]1[CH2:17][CH2:16][O:15][CH2:14]1, predict the reaction product. (2) Given the reactants [C:1]([OH:6])(=[O:5])[CH2:2][CH2:3][CH3:4].[CH2:7](O)[CH2:8][CH2:9][CH3:10].C1(C)C=CC=CC=1, predict the reaction product. The product is: [C:1]([O:6][CH2:7][CH2:8][CH2:9][CH3:10])(=[O:5])[CH2:2][CH2:3][CH3:4]. (3) Given the reactants [O:1]1[CH:5]=[CH:4][CH:3]=[C:2]1[C:6]1[O:7][C:8]([CH3:21])=[C:9]([CH2:11][O:12][C:13]2[CH:18]=[CH:17][C:16]([CH2:19][OH:20])=[CH:15][CH:14]=2)[N:10]=1.Cl[C:23]1[C:28]([C:29]#[N:30])=[CH:27][CH:26]=[CH:25][N:24]=1.CN(C)C=O.[H-].[Na+], predict the reaction product. The product is: [O:1]1[CH:5]=[CH:4][CH:3]=[C:2]1[C:6]1[O:7][C:8]([CH3:21])=[C:9]([CH2:11][O:12][C:13]2[CH:18]=[CH:17][C:16]([CH2:19][O:20][C:23]3[N:24]=[CH:25][CH:26]=[CH:27][C:28]=3[C:29]#[N:30])=[CH:15][CH:14]=2)[N:10]=1. (4) Given the reactants [F:1][C:2]1[CH:7]=[CH:6][C:5]([N:8]([CH3:22])[CH:9]2[CH2:14][CH2:13][N:12](C(OC(C)(C)C)=O)[CH2:11][CH2:10]2)=[CH:4][CH:3]=1.Cl.O1CCOCC1, predict the reaction product. The product is: [F:1][C:2]1[CH:7]=[CH:6][C:5]([N:8]([CH3:22])[CH:9]2[CH2:14][CH2:13][NH:12][CH2:11][CH2:10]2)=[CH:4][CH:3]=1.